The task is: Regression. Given a peptide amino acid sequence and an MHC pseudo amino acid sequence, predict their binding affinity value. This is MHC class II binding data.. This data is from Peptide-MHC class II binding affinity with 134,281 pairs from IEDB. (1) The peptide sequence is DVKGPGGGQIVGGVY. The MHC is HLA-DQA10501-DQB10301 with pseudo-sequence HLA-DQA10501-DQB10301. The binding affinity (normalized) is 0.816. (2) The peptide sequence is SQDLELSWNLNGTQAY. The MHC is DRB1_1302 with pseudo-sequence DRB1_1302. The binding affinity (normalized) is 0.638. (3) The peptide sequence is GITIKKTGQALVVGI. The MHC is DRB1_0301 with pseudo-sequence DRB1_0301. The binding affinity (normalized) is 0.287. (4) The peptide sequence is YDKFLANVSTVLTCK. The MHC is DRB1_0802 with pseudo-sequence DRB1_0802. The binding affinity (normalized) is 0.830.